Task: Predict the reaction yield, written as a fraction of the theoretical maximum amount of product (1.0 means a 100% yield; for example, 0.34 means a 34% yield).. Dataset: Reaction yield outcomes from USPTO patents with 853,638 reactions (1) The reactants are [Cl:1][C:2]1[N:10]([CH2:11][CH:12]=[CH2:13])[C:9]2[C:8](=[O:14])[NH:7][C:6](=[O:15])[N:5]([CH2:16][CH2:17][CH2:18][C:19]([F:22])([F:21])[F:20])[C:4]=2[N:3]=1.C(=O)([O-])[O-].[Cs+].[Cs+].Br[CH2:30][CH2:31][CH2:32][OH:33]. The catalyst is CN(C=O)C. The product is [Cl:1][C:2]1[N:10]([CH2:11][CH:12]=[CH2:13])[C:9]2[C:8](=[O:14])[N:7]([CH2:30][CH2:31][CH2:32][OH:33])[C:6](=[O:15])[N:5]([CH2:16][CH2:17][CH2:18][C:19]([F:22])([F:20])[F:21])[C:4]=2[N:3]=1. The yield is 0.750. (2) The reactants are [F:1][C:2]1[CH:7]=[C:6]([N:8]2[CH2:12][CH2:11][NH:10][C:9]2=[O:13])[CH:5]=[CH:4][C:3]=1[N:14]1[CH:19]=[C:18]([O:20][CH3:21])[C:17](=[O:22])[C:16]([C:23]2[N:27]([C:28]3[CH:33]=[CH:32][CH:31]=[CH:30][CH:29]=3)[N:26]=[CH:25][CH:24]=2)=[N:15]1.I[CH3:35].[H-].[Na+]. The catalyst is CN(C=O)C. The product is [F:1][C:2]1[CH:7]=[C:6]([N:8]2[CH2:12][CH2:11][N:10]([CH3:35])[C:9]2=[O:13])[CH:5]=[CH:4][C:3]=1[N:14]1[CH:19]=[C:18]([O:20][CH3:21])[C:17](=[O:22])[C:16]([C:23]2[N:27]([C:28]3[CH:29]=[CH:30][CH:31]=[CH:32][CH:33]=3)[N:26]=[CH:25][CH:24]=2)=[N:15]1. The yield is 0.590.